From a dataset of Reaction yield outcomes from USPTO patents with 853,638 reactions. Predict the reaction yield, written as a fraction of the theoretical maximum amount of product (1.0 means a 100% yield; for example, 0.34 means a 34% yield). (1) The reactants are [Cl:1][C:2]1[CH:7]=[CH:6][C:5]([CH2:8][C:9]([OH:11])=O)=[CH:4][CH:3]=1.C1(B(O)O)C=CC=CC=1.B(O)(O)O.[NH2:25][CH2:26][CH:27]([OH:29])[CH3:28]. The catalyst is O.C1(C)C=CC=CC=1. The product is [Cl:1][C:2]1[CH:3]=[CH:4][C:5]([CH2:8][C:9]([NH:25][CH2:26][CH:27]([OH:29])[CH3:28])=[O:11])=[CH:6][CH:7]=1. The yield is 0.929. (2) The reactants are FC(F)(F)S(O[C:7]1[C:16]2[C:11](=[CH:12][CH:13]=[C:14]([O:17][CH3:18])[N:15]=2)[N:10]=[CH:9][CH:8]=1)(=O)=O.C([O-])([O-])=O.[K+].[K+].CO[CH2:29][CH2:30]OC. The catalyst is O.C1C=CC([P]([Pd]([P](C2C=CC=CC=2)(C2C=CC=CC=2)C2C=CC=CC=2)([P](C2C=CC=CC=2)(C2C=CC=CC=2)C2C=CC=CC=2)[P](C2C=CC=CC=2)(C2C=CC=CC=2)C2C=CC=CC=2)(C2C=CC=CC=2)C2C=CC=CC=2)=CC=1. The product is [CH:29]([C:7]1[CH:8]=[CH:9][N:10]=[C:11]2[C:16]=1[N:15]=[C:14]([O:17][CH3:18])[CH:13]=[CH:12]2)=[CH2:30]. The yield is 0.810. (3) The reactants are [NH2:1][C:2]1[CH:10]=[C:9]2[C:5]([CH:6]=[N:7][N:8]2[CH2:11][CH2:12][N:13]2[CH2:17][CH2:16][O:15][C:14]2=[O:18])=[CH:4][CH:3]=1.[CH2:19]([O:26][C:27]1[CH:32]=[CH:31][C:30]([CH2:33][C:34](O)=[O:35])=[CH:29][CH:28]=1)[C:20]1[CH:25]=[CH:24][CH:23]=[CH:22][CH:21]=1.Cl.C(N=C=NC(C)(C)CC)C.ON1C2C=CC=CC=2N=N1.CN1CCOCC1. The catalyst is CN(C=O)C. The product is [CH2:19]([O:26][C:27]1[CH:28]=[CH:29][C:30]([CH2:33][C:34]([NH:1][C:2]2[CH:10]=[C:9]3[C:5]([CH:6]=[N:7][N:8]3[CH2:11][CH2:12][N:13]3[CH2:17][CH2:16][O:15][C:14]3=[O:18])=[CH:4][CH:3]=2)=[O:35])=[CH:31][CH:32]=1)[C:20]1[CH:21]=[CH:22][CH:23]=[CH:24][CH:25]=1. The yield is 0.520. (4) The reactants are [NH2:1][C:2]1[S:3][CH:4]=[C:5]([CH2:11][O:12][CH2:13][O:14][CH3:15])[C:6]=1[S:7]([NH2:10])(=[O:9])=[O:8].CS[C:18](SC)=[C:19]1[C:28](=[O:29])[C:27]2[C:22](=[CH:23][CH:24]=[CH:25][CH:26]=2)[N:21]([N:30]2[C:38](=[O:39])[C:37]3[C:32](=[CH:33][CH:34]=[CH:35][CH:36]=3)[C:31]2=[O:40])[C:20]1=[O:41]. The catalyst is C1(C)C=CC=CC=1. The product is [OH:29][C:28]1[C:27]2[C:22](=[CH:23][CH:24]=[CH:25][CH:26]=2)[N:21]([N:30]2[C:31](=[O:40])[C:32]3[C:37](=[CH:36][CH:35]=[CH:34][CH:33]=3)[C:38]2=[O:39])[C:20](=[O:41])[C:19]=1[C:18]1[NH:1][C:2]2[S:3][CH:4]=[C:5]([CH2:11][O:12][CH2:13][O:14][CH3:15])[C:6]=2[S:7](=[O:8])(=[O:9])[N:10]=1. The yield is 0.615. (5) The reactants are C1(C)C=CC(S([CH2:10][N+:11]#[C-:12])(=O)=O)=CC=1.[C:14]([O:24][CH3:25])(=[O:23])[CH:15]=[CH:16][C:17]1[CH:22]=[CH:21][CH:20]=[CH:19][CH:18]=1.CC(C)([O-])C.[K+]. No catalyst specified. The product is [C:17]1([C:16]2[C:15]([C:14]([O:24][CH3:25])=[O:23])=[CH:10][NH:11][CH:12]=2)[CH:18]=[CH:19][CH:20]=[CH:21][CH:22]=1. The yield is 0.520. (6) The reactants are [N:1]1[C:9]([NH2:10])=[C:8]2[C:4]([N:5]=[CH:6][NH:7]2)=[N:3][CH:2]=1.Br[CH2:12][CH2:13][CH2:14][Cl:15].C(=O)([O-])[O-].[K+].[K+]. The catalyst is CN(C=O)C. The product is [Cl:15][CH2:14][CH2:13][CH2:12][N:5]1[CH:6]=[N:7][C:8]2[C:4]1=[N:3][CH:2]=[N:1][C:9]=2[NH2:10]. The yield is 0.590. (7) The reactants are [CH2:1]([N:6]1[C:14]2[C:9](=[CH:10][CH:11]=[CH:12][CH:13]=2)[C:8]2([C:25]3[C:17](=[CH:18][C:19]4[O:20][CH2:21][O:22][C:23]=4[CH:24]=3)[C:16](=[O:26])[CH2:15]2)[C:7]1=[O:27])[CH2:2][CH2:3][CH2:4][CH3:5].[N-:28]=[N+]=[N-].[Na+].FC(F)(F)C(O)=O. The catalyst is O. The product is [CH2:1]([N:6]1[C:14]2[C:9](=[CH:10][CH:11]=[CH:12][CH:13]=2)[C:8]2([C:25]3[CH:24]=[C:23]4[O:22][CH2:21][O:20][C:19]4=[CH:18][C:17]=3[C:16](=[O:26])[NH:28][CH2:15]2)[C:7]1=[O:27])[CH2:2][CH2:3][CH2:4][CH3:5]. The yield is 0.740. (8) The reactants are [F:1][C:2]1[C:11]2[CH:12]([CH2:14][NH:15][CH2:16][CH2:17][C@@H:18]3[O:22][C:21](=[O:23])[N:20]([C:24]4[CH:25]=[CH:26][C:27]5[S:32][CH2:31][C:30](=[O:33])[NH:29][C:28]=5[CH:34]=4)[CH2:19]3)[CH2:13][N:9]3[C:10]=2[C:5]([CH:6]=[CH:7][C:8]3=[O:35])=[CH:4][CH:3]=1.[Si:36]([O:43][CH2:44][CH:45]=O)([C:39]([CH3:42])([CH3:41])[CH3:40])([CH3:38])[CH3:37]. No catalyst specified. The product is [C:39]([Si:36]([CH3:38])([CH3:37])[O:43][CH2:44][CH2:45][N:15]([CH2:14][CH:12]1[C:11]2=[C:10]3[C:5](=[CH:4][CH:3]=[C:2]2[F:1])[CH:6]=[CH:7][C:8](=[O:35])[N:9]3[CH2:13]1)[CH2:16][CH2:17][C@@H:18]1[O:22][C:21](=[O:23])[N:20]([C:24]2[CH:25]=[CH:26][C:27]3[S:32][CH2:31][C:30](=[O:33])[NH:29][C:28]=3[CH:34]=2)[CH2:19]1)([CH3:42])([CH3:41])[CH3:40]. The yield is 0.590. (9) The reactants are Cl[C:2]1[C:7]([OH:8])=[CH:6][CH:5]=[C:4]([CH3:9])[N:3]=1.[CH3:10][O-:11].[Na+].CO.O. The catalyst is C(O)(=O)C. The product is [CH3:10][O:11][C:2]1[C:7]([OH:8])=[CH:6][CH:5]=[C:4]([CH3:9])[N:3]=1. The yield is 0.481.